Dataset: Full USPTO retrosynthesis dataset with 1.9M reactions from patents (1976-2016). Task: Predict the reactants needed to synthesize the given product. (1) Given the product [Br:2][C:3]1[CH:4]=[CH:5][C:6]2[O:12][CH2:11][CH2:10][N:9]([C:29]([Cl:31])=[O:30])[CH2:8][C:7]=2[CH:13]=1, predict the reactants needed to synthesize it. The reactants are: Cl.[Br:2][C:3]1[CH:4]=[CH:5][C:6]2[O:12][CH2:11][CH2:10][NH:9][CH2:8][C:7]=2[CH:13]=1.CCN(C(C)C)C(C)C.N1C=CC=CC=1.[C:29](Cl)([Cl:31])=[O:30]. (2) Given the product [C:1]([NH:4][C:5]1[C:13]([CH3:14])=[CH:12][C:11]([N+:20]([O-:22])=[O:21])=[CH:10][C:6]=1[C:7]([OH:9])=[O:8])(=[O:3])[CH3:2], predict the reactants needed to synthesize it. The reactants are: [C:1]([NH:4][C:5]1[C:13]([CH3:14])=[CH:12][CH:11]=[CH:10][C:6]=1[C:7]([OH:9])=[O:8])(=[O:3])[CH3:2].S(=O)(=O)(O)O.[N+:20]([O-])([OH:22])=[O:21]. (3) Given the product [CH:10]12[CH2:15][CH:14]1[CH2:13][N:12]([C:2]1[N:7]=[C:6]([NH2:8])[CH:5]=[CH:4][CH:3]=1)[CH2:11]2, predict the reactants needed to synthesize it. The reactants are: F[C:2]1[N:7]=[C:6]([NH2:8])[CH:5]=[CH:4][CH:3]=1.Cl.[CH:10]12[CH2:15][CH:14]1[CH2:13][NH:12][CH2:11]2.CCN(CC)CC. (4) Given the product [CH2:1]([N:8]1[C:12]2([CH2:16][CH2:15][N:14]([C:18]3[CH:19]=[N:20][CH:21]=[CH:22][CH:23]=3)[CH2:13]2)[CH2:11][CH2:10][CH2:9]1)[C:2]1[CH:3]=[CH:4][CH:5]=[CH:6][CH:7]=1, predict the reactants needed to synthesize it. The reactants are: [CH2:1]([N:8]1[C:12]2([CH2:16][CH2:15][NH:14][CH2:13]2)[CH2:11][CH2:10][CH2:9]1)[C:2]1[CH:7]=[CH:6][CH:5]=[CH:4][CH:3]=1.Br[C:18]1[CH:19]=[N:20][CH:21]=[CH:22][CH:23]=1.CC(C)([O-])C.[K+].C1(P(C2C=CC=CC=2)C2(P(C3C=CC=CC=3)C3C=CC=CC=3)CC=C3C(C=CC=C3)=C2C2C3C(=CC=CC=3)C=CC=2)C=CC=CC=1. (5) Given the product [NH2:26][C:4]1[CH:3]=[C:2]([Cl:1])[C:7]([O:8][CH:9]([CH3:11])[CH3:10])=[CH:6][C:5]=1[NH:12][CH:13]1[CH2:18][CH2:17][N:16]([C:19]([O:21][C:22]([CH3:24])([CH3:23])[CH3:25])=[O:20])[CH2:15][CH2:14]1, predict the reactants needed to synthesize it. The reactants are: [Cl:1][C:2]1[C:7]([O:8][CH:9]([CH3:11])[CH3:10])=[CH:6][C:5]([NH:12][CH:13]2[CH2:18][CH2:17][N:16]([C:19]([O:21][C:22]([CH3:25])([CH3:24])[CH3:23])=[O:20])[CH2:15][CH2:14]2)=[C:4]([N+:26]([O-])=O)[CH:3]=1.O.NN. (6) The reactants are: [CH2:1]1[C@@H:6]([C:7]#[N:8])[N:5]([C:9]([C@@H:11]([NH2:23])[C:12]23[CH2:21][C:19]4([OH:22])[CH2:20][CH:14]([CH2:15][CH:16]([CH2:18]4)[CH2:17]2)[CH2:13]3)=[O:10])[C@@H:4]2[C@H:2]1[CH2:3]2.[ClH:24].O. Given the product [CH2:1]1[C@@H:6]([C:7]#[N:8])[N:5]([C:9]([C@@H:11]([NH2:23])[C:12]23[CH2:21][C:19]4([OH:22])[CH2:20][CH:14]([CH2:15][CH:16]([CH2:18]4)[CH2:17]2)[CH2:13]3)=[O:10])[C@@H:4]2[C@H:2]1[CH2:3]2.[ClH:24], predict the reactants needed to synthesize it.